This data is from Reaction yield outcomes from USPTO patents with 853,638 reactions. The task is: Predict the reaction yield, written as a fraction of the theoretical maximum amount of product (1.0 means a 100% yield; for example, 0.34 means a 34% yield). (1) The reactants are [H-].[Na+].[Cl:3][C:4]1[CH:9]=[C:8]([OH:10])[CH:7]=[CH:6][N:5]=1.[F:11][C:12]1[CH:17]=[C:16]([N+:18]([O-:20])=[O:19])[C:15]([F:21])=[CH:14][C:13]=1F. The catalyst is CN(C=O)C. The product is [Cl:3][C:4]1[CH:9]=[C:8]([O:10][C:13]2[CH:14]=[C:15]([F:21])[C:16]([N+:18]([O-:20])=[O:19])=[CH:17][C:12]=2[F:11])[CH:7]=[CH:6][N:5]=1. The yield is 0.630. (2) The reactants are [CH2:1]([NH:8][C:9]1[N:14]2[N:15]=[CH:16][C:17]([C:18]([OH:20])=O)=[C:13]2[N:12]=[CH:11][C:10]=1[C:21]([N:23]1[CH2:28][CH2:27][C:26]2([C:36]3[C:31](=[CH:32][CH:33]=[CH:34][CH:35]=3)[CH2:30][O:29]2)[CH2:25][CH2:24]1)=[O:22])[C:2]1[CH:7]=[CH:6][CH:5]=[CH:4][CH:3]=1.[CH3:37][S:38]([NH2:41])(=[O:40])=[O:39]. No catalyst specified. The product is [CH2:1]([NH:8][C:9]1[N:14]2[N:15]=[CH:16][C:17]([C:18]([NH:41][S:38]([CH3:37])(=[O:40])=[O:39])=[O:20])=[C:13]2[N:12]=[CH:11][C:10]=1[C:21]([N:23]1[CH2:28][CH2:27][C:26]2([C:36]3[C:31](=[CH:32][CH:33]=[CH:34][CH:35]=3)[CH2:30][O:29]2)[CH2:25][CH2:24]1)=[O:22])[C:2]1[CH:7]=[CH:6][CH:5]=[CH:4][CH:3]=1. The yield is 0.330.